Dataset: Full USPTO retrosynthesis dataset with 1.9M reactions from patents (1976-2016). Task: Predict the reactants needed to synthesize the given product. (1) The reactants are: [F:1][C:2]([F:39])([F:38])[C:3]1[CH:4]=[C:5]([CH:31]=[C:32]([C:34]([F:37])([F:36])[F:35])[CH:33]=1)[CH2:6][O:7][CH2:8][C:9]1([CH2:18][CH2:19][N:20]2C(=O)C3C(=CC=CC=3)C2=O)[C:17]2[C:12](=[CH:13][CH:14]=[CH:15][CH:16]=2)[CH2:11][O:10]1.NN. Given the product [F:36][C:34]([F:35])([F:37])[C:32]1[CH:31]=[C:5]([CH:4]=[C:3]([C:2]([F:39])([F:38])[F:1])[CH:33]=1)[CH2:6][O:7][CH2:8][C:9]1([CH2:18][CH2:19][NH2:20])[C:17]2[C:12](=[CH:13][CH:14]=[CH:15][CH:16]=2)[CH2:11][O:10]1, predict the reactants needed to synthesize it. (2) Given the product [CH2:1]([O:3][C:4]1[CH:5]=[C:6]([CH:9]=[C:10]([N+:14]([O-:16])=[O:15])[C:11]=1[O:12][CH3:13])[CH:7]=[O:8])[CH3:2], predict the reactants needed to synthesize it. The reactants are: [CH2:1]([O:3][C:4]1[CH:5]=[C:6]([CH:9]=[CH:10][C:11]=1[O:12][CH3:13])[CH:7]=[O:8])[CH3:2].[N+:14]([O-])([OH:16])=[O:15]. (3) Given the product [NH2:30][C:2]1[N:7]=[C:6]([NH:8][C@H:9]([C:11]2[N:16]=[C:15]3[CH:17]=[CH:18][N:19]([CH3:20])[C:14]3=[CH:13][C:12]=2[C:21]2[N:25]([CH3:26])[N:24]=[CH:23][CH:22]=2)[CH3:10])[C:5]([C:27]#[N:28])=[CH:4][N:3]=1, predict the reactants needed to synthesize it. The reactants are: Cl[C:2]1[N:7]=[C:6]([NH:8][C@H:9]([C:11]2[N:16]=[C:15]3[CH:17]=[CH:18][N:19]([CH3:20])[C:14]3=[CH:13][C:12]=2[C:21]2[N:25]([CH3:26])[N:24]=[CH:23][CH:22]=2)[CH3:10])[C:5]([C:27]#[N:28])=[CH:4][N:3]=1.[OH-].[NH4+:30]. (4) Given the product [ClH:28].[ClH:28].[C:9]([OH:11])(=[O:10])[C:7]1[CH:8]=[CH:3][CH:4]=[N:5][CH:6]=1, predict the reactants needed to synthesize it. The reactants are: C([C:3]1[C:4](N2CCN(C(OC(C)(C)C)=O)CC2)=[N:5][C:6](C)=[C:7]([C:9]([O:11]CC)=[O:10])[CH:8]=1)#N.[ClH:28]. (5) Given the product [CH2:37]([C:34]1[CH:35]=[CH:36][C:31]([N:59]2[CH2:58][CH2:57][CH:56]([N:53]3[CH2:54][CH2:55][CH:51]([NH:50][C:41]4[CH:42]=[CH:43][C:44]([S:46]([CH3:49])(=[O:47])=[O:48])=[CH:45][C:40]=4[F:39])[C:52]3=[O:62])[CH2:61][CH2:60]2)=[N:32][CH:33]=1)[CH3:38], predict the reactants needed to synthesize it. The reactants are: CC([O-])(C)C.[Na+].C(N1CCN2CCN(CC(C)C)P1N(CC(C)C)CC2)C(C)C.Cl[C:31]1[CH:36]=[CH:35][C:34]([CH2:37][CH3:38])=[CH:33][N:32]=1.[F:39][C:40]1[CH:45]=[C:44]([S:46]([CH3:49])(=[O:48])=[O:47])[CH:43]=[CH:42][C:41]=1[NH:50][C@H:51]1[CH2:55][CH2:54][N:53]([CH:56]2[CH2:61][CH2:60][NH:59][CH2:58][CH2:57]2)[C:52]1=[O:62].